Task: Predict which catalyst facilitates the given reaction.. Dataset: Catalyst prediction with 721,799 reactions and 888 catalyst types from USPTO (1) Reactant: B(Br)(Br)Br.S(C)C.C[O:9][C:10]1[CH:11]=[C:12]2[C:16](=[CH:17][CH:18]=1)[NH:15][C:14](=[O:19])[CH2:13]2. Product: [OH:9][C:10]1[CH:11]=[C:12]2[C:16](=[CH:17][CH:18]=1)[NH:15][C:14](=[O:19])[CH2:13]2. The catalyst class is: 26. (2) Reactant: Br[CH2:2][C:3]1[CH:7]=[C:6]([C:8]2[S:9][CH:10]=[CH:11][CH:12]=2)[N:5]([CH3:13])[N:4]=1.[P:14]([O:21]CC)([O:18][CH2:19][CH3:20])[O:15][CH2:16][CH3:17].O1CCOCC1. Product: [CH3:13][N:5]1[C:6]([C:8]2[S:9][CH:10]=[CH:11][CH:12]=2)=[CH:7][C:3]([CH2:2][P:14](=[O:21])([O:18][CH2:19][CH3:20])[O:15][CH2:16][CH3:17])=[N:4]1. The catalyst class is: 11. (3) Reactant: Br[C:2]1[CH:3]=[C:4]2[C:8](=[CH:9][CH:10]=1)[NH:7][CH:6]=[C:5]2[CH2:11][CH2:12][N:13]1[CH2:18][CH2:17][N:16]([C:19]2[C:24]3[CH:25]=[CH:26][NH:27][C:23]=3[CH:22]=[CH:21][N:20]=2)[CH2:15][CH2:14]1.C([Li])(C)(C)C.CN(C)[CH:35]=[O:36].[NH4+].[Cl-]. Product: [NH:27]1[C:23]2[CH:22]=[CH:21][N:20]=[C:19]([N:16]3[CH2:17][CH2:18][N:13]([CH2:12][CH2:11][C:5]4[C:4]5[C:8](=[CH:9][CH:10]=[C:2]([CH:35]=[O:36])[CH:3]=5)[NH:7][CH:6]=4)[CH2:14][CH2:15]3)[C:24]=2[CH:25]=[CH:26]1. The catalyst class is: 7.